Task: Predict the reactants needed to synthesize the given product.. Dataset: Retrosynthesis with 50K atom-mapped reactions and 10 reaction types from USPTO (1) Given the product CC(=O)C(=O)N1CC(COc2ccc(F)c(F)c2)C2C1CCN2C(=O)C(NC(=O)C(C)N(C)C(=O)OC(C)(C)C)C(C)(C)C, predict the reactants needed to synthesize it. The reactants are: CC(=O)C(=O)O.CC(C(=O)NC(C(=O)N1CCC2NCC(COc3ccc(F)c(F)c3)C21)C(C)(C)C)N(C)C(=O)OC(C)(C)C. (2) Given the product Cc1ccc(C(=O)Nc2ccc(CN3CCN(C)CC3)c(C(F)(F)F)c2)cc1I, predict the reactants needed to synthesize it. The reactants are: CN1CCN(Cc2ccc(N)cc2C(F)(F)F)CC1.Cc1ccc(C(=O)Cl)cc1I. (3) Given the product CN1CCN(c2ccc(-n3c4c(c5ccccc53)CN3CCC4CC3)cc2)CC1, predict the reactants needed to synthesize it. The reactants are: CN1CCN(c2ccc(Br)cc2)CC1.c1ccc2c3c([nH]c2c1)C1CCN(CC1)C3. (4) Given the product CSc1nc2c(F)cc(CNc3ncccc3N)c(F)c2s1, predict the reactants needed to synthesize it. The reactants are: CSc1nc2c(F)cc(CNc3ncccc3[N+](=O)[O-])c(F)c2s1. (5) Given the product COc1ccc(-c2[nH]c3ccccc3c2CCNCCCc2ccc3[nH]ccc3c2)cc1OC, predict the reactants needed to synthesize it. The reactants are: COc1ccc(-c2[nH]c3ccccc3c2CCNC(=O)CCc2ccc3[nH]ccc3c2)cc1OC. (6) Given the product O=C(Nc1ccc(Cl)cn1)c1ccccc1NC(=O)N1CCC(N2CCCC2)CC1, predict the reactants needed to synthesize it. The reactants are: C1CCNC1.O=C1CCN(C(=O)Nc2ccccc2C(=O)Nc2ccc(Cl)cn2)CC1. (7) Given the product O=C(Cc1cccnc1)c1ccccc1, predict the reactants needed to synthesize it. The reactants are: CCOC(=O)C(C(=O)c1ccccc1)c1cccnc1.